From a dataset of Catalyst prediction with 721,799 reactions and 888 catalyst types from USPTO. Predict which catalyst facilitates the given reaction. (1) Reactant: [Br:1][C:2]1[C:11]2[C:6](=[CH:7][CH:8]=[C:9]([C:12]([OH:14])=O)[CH:10]=2)[CH:5]=[N:4][CH:3]=1.C(N(CC)C(C)C)(C)C.F[P-](F)(F)(F)(F)F.N1(OC(N(C)C)=[N+](C)C)C2N=CC=CC=2N=N1.[CH3:48][N:49]([S:51]([CH3:54])(=[O:53])=[O:52])[NH2:50]. Product: [Br:1][C:2]1[C:11]2[C:6](=[CH:7][CH:8]=[C:9]([C:12]([NH:50][N:49]([CH3:48])[S:51]([CH3:54])(=[O:53])=[O:52])=[O:14])[CH:10]=2)[CH:5]=[N:4][CH:3]=1. The catalyst class is: 9. (2) Reactant: Cl[C:2]1[C:6]2[CH:7]=[C:8]([CH:20]=[O:21])[C:9]([N:12]3[CH2:17][C@H:16]([CH3:18])[O:15][C@H:14]([CH3:19])[CH2:13]3)=[C:10]([F:11])[C:5]=2[O:4][N:3]=1.[CH3:22][S-:23].[Na+]. Product: [CH3:19][C@H:14]1[O:15][C@@H:16]([CH3:18])[CH2:17][N:12]([C:9]2[C:8]([CH:20]=[O:21])=[CH:7][C:6]3[C:2]([S:23][CH3:22])=[N:3][O:4][C:5]=3[C:10]=2[F:11])[CH2:13]1. The catalyst class is: 38. (3) Reactant: [F:1][C:2]1[CH:3]=[C:4]([CH:6]=[C:7]([F:9])[CH:8]=1)[NH2:5].[CH2:10]([CH2:14][C:15](=O)[CH3:16])[C:11]([CH3:13])=O.O.C1(C)C=CC(S(O)(=O)=O)=CC=1. Product: [F:1][C:2]1[CH:3]=[C:4]([N:5]2[C:15]([CH3:16])=[CH:14][CH:10]=[C:11]2[CH3:13])[CH:6]=[C:7]([F:9])[CH:8]=1. The catalyst class is: 247. (4) Reactant: Cl[C:2]1[N:3]=[C:4]([N:18]2[CH2:23][CH2:22][O:21][CH2:20][CH2:19]2)[C:5]2[N:11]=[C:10]([C:12]([O:14][CH3:15])=[O:13])[CH:9]=[C:8]([S:16][CH3:17])[C:6]=2[N:7]=1.[CH3:24]B(O)O.C([O-])([O-])=O.[Cs+].[Cs+]. Product: [CH3:24][C:2]1[N:3]=[C:4]([N:18]2[CH2:23][CH2:22][O:21][CH2:20][CH2:19]2)[C:5]2[N:11]=[C:10]([C:12]([O:14][CH3:15])=[O:13])[CH:9]=[C:8]([S:16][CH3:17])[C:6]=2[N:7]=1. The catalyst class is: 77. (5) Reactant: [Cl:1][CH2:2][C:3](=O)[CH2:4]C(OCC)=O.[C:11]([OH:14])(=[O:13])[CH3:12].[CH3:15][NH2:16].[C:17]1([CH3:23])C=CC=CC=1. Product: [Cl:1][CH2:2][C:3]([NH:16][CH3:15])=[CH:4][CH2:12][C:11]([O:14][CH2:17][CH3:23])=[O:13]. The catalyst class is: 8.